This data is from Full USPTO retrosynthesis dataset with 1.9M reactions from patents (1976-2016). The task is: Predict the reactants needed to synthesize the given product. Given the product [F:31][C:32]([F:51])([F:50])[S:33]([O:1][C:2]1[CH2:3][C:4]2([CH2:5][C:6]([C:8]([O:10][CH:11]([CH3:13])[CH3:12])=[O:9])([C:14]([O:16][CH:17]([CH3:19])[CH3:18])=[O:15])[CH2:7]2)[CH:20]=1)(=[O:35])=[O:34], predict the reactants needed to synthesize it. The reactants are: [O:1]=[C:2]1[CH2:20][C:4]2([CH2:7][C:6]([C:14]([O:16][CH:17]([CH3:19])[CH3:18])=[O:15])([C:8]([O:10][CH:11]([CH3:13])[CH3:12])=[O:9])[CH2:5]2)[CH2:3]1.C[Si]([N-][Si](C)(C)C)(C)C.[K+].[F:31][C:32]([F:51])([F:50])[S:33](N(C1C=CC=CC=1)[S:33]([C:32]([F:51])([F:50])[F:31])(=[O:35])=[O:34])(=[O:35])=[O:34].